Task: Regression/Classification. Given a drug SMILES string, predict its absorption, distribution, metabolism, or excretion properties. Task type varies by dataset: regression for continuous measurements (e.g., permeability, clearance, half-life) or binary classification for categorical outcomes (e.g., BBB penetration, CYP inhibition). For this dataset (solubility_aqsoldb), we predict Y.. Dataset: Aqueous solubility values for 9,982 compounds from the AqSolDB database (1) The molecule is CC(=O)O[C@H]1[C@@H]([C@H]2COC(C)(C)O2)O[C@@H]2OC(C)(C)O[C@H]12. The Y is -1.52 log mol/L. (2) The molecule is CCCCCCCCCCCCCCCCOc1ccccc1C(=O)CC(=O)Nc1nc(-c2ccccc2)cs1. The Y is -4.85 log mol/L. (3) The Y is -8.06 log mol/L. The compound is Clc1cc(Cl)cc(Oc2cc(Cl)c(Cl)cc2Cl)c1.